From a dataset of Reaction yield outcomes from USPTO patents with 853,638 reactions. Predict the reaction yield, written as a fraction of the theoretical maximum amount of product (1.0 means a 100% yield; for example, 0.34 means a 34% yield). (1) The product is [N:25]1([C:22]2[N:20]3[CH:21]=[C:16]([O:12][C@H:5]4[C:6]5[C:11](=[CH:10][CH:9]=[CH:8][CH:7]=5)[C@@H:2]([NH2:1])[CH2:3][CH2:4]4)[CH:17]=[CH:18][C:19]3=[N:24][N:23]=2)[CH2:26][CH2:27][CH2:28][CH2:29][CH2:30][CH2:31]1. The catalyst is CN(C=O)C.O. The yield is 0.550. The reactants are [NH2:1][C@@H:2]1[C:11]2[C:6](=[CH:7][CH:8]=[CH:9][CH:10]=2)[C@H:5]([OH:12])[CH2:4][CH2:3]1.[H-].[Na+].F[C:16]1[CH:17]=[CH:18][C:19]2[N:20]([C:22]([N:25]3[CH2:31][CH2:30][CH2:29][CH2:28][CH2:27][CH2:26]3)=[N:23][N:24]=2)[CH:21]=1. (2) The yield is 0.780. The reactants are [F:1][C:2]1[CH:11]=[C:10]2[C:5]([CH:6]=[CH:7][CH:8]=[N:9]2)=[CH:4][C:3]=1[C:12]#[N:13].N. The catalyst is [Ni].CO. The product is [F:1][C:2]1[CH:11]=[C:10]2[C:5]([CH:6]=[CH:7][CH:8]=[N:9]2)=[CH:4][C:3]=1[CH2:12][NH2:13].